From a dataset of Catalyst prediction with 721,799 reactions and 888 catalyst types from USPTO. Predict which catalyst facilitates the given reaction. (1) Reactant: [NH2:1][C@H:2]1[CH2:11][CH2:10][C:9]2[CH:8]=[C:7]([C:12]([N:14]3[CH2:18][CH2:17][CH2:16][CH2:15]3)=O)[CH:6]=[CH:5][C:4]=2[CH2:3]1.[H-].[Al+3].[Li+].[H-].[H-].[H-].O.[OH-].[Na+]. Product: [N:14]1([CH2:12][C:7]2[CH:8]=[C:9]3[C:4](=[CH:5][CH:6]=2)[CH2:3][C@@H:2]([NH2:1])[CH2:11][CH2:10]3)[CH2:18][CH2:17][CH2:16][CH2:15]1. The catalyst class is: 1. (2) Reactant: [Br:1][C:2]1[CH:7]=[C:6]([N+:8]([O-:10])=[O:9])[CH:5]=[CH:4][C:3]=1[O:11]C. Product: [Br:1][C:2]1[CH:7]=[C:6]([N+:8]([O-:10])=[O:9])[CH:5]=[CH:4][C:3]=1[OH:11]. The catalyst class is: 861.